This data is from NCI-60 drug combinations with 297,098 pairs across 59 cell lines. The task is: Regression. Given two drug SMILES strings and cell line genomic features, predict the synergy score measuring deviation from expected non-interaction effect. (1) Drug 1: CC12CCC3C(C1CCC2O)C(CC4=C3C=CC(=C4)O)CCCCCCCCCS(=O)CCCC(C(F)(F)F)(F)F. Drug 2: C1CN(CCN1C(=O)CCBr)C(=O)CCBr. Cell line: MDA-MB-435. Synergy scores: CSS=0.706, Synergy_ZIP=-0.308, Synergy_Bliss=0.00280, Synergy_Loewe=-1.72, Synergy_HSA=-1.78. (2) Drug 1: C1=C(C(=O)NC(=O)N1)N(CCCl)CCCl. Drug 2: CN(C)C1=NC(=NC(=N1)N(C)C)N(C)C. Cell line: A549. Synergy scores: CSS=13.5, Synergy_ZIP=1.24, Synergy_Bliss=1.77, Synergy_Loewe=-13.4, Synergy_HSA=-1.58.